Dataset: Forward reaction prediction with 1.9M reactions from USPTO patents (1976-2016). Task: Predict the product of the given reaction. Given the reactants [CH:1]1([C:4]2[C:5]([N:13]3[CH2:18][CH2:17][N:16]([C:19]([C:21]4[CH:26]=[CH:25][C:24](I)=[CH:23][CH:22]=4)=[O:20])[CH2:15][CH2:14]3)=[N:6][CH:7]=[C:8]([CH:10]3[CH2:12][CH2:11]3)[CH:9]=2)[CH2:3][CH2:2]1.[CH3:28][C:29]1([CH3:35])[CH2:33][O:32][C:31](=[O:34])[NH:30]1, predict the reaction product. The product is: [CH:1]1([C:4]2[C:5]([N:13]3[CH2:18][CH2:17][N:16]([C:19]([C:21]4[CH:26]=[CH:25][C:24]([N:30]5[C:29]([CH3:35])([CH3:28])[CH2:33][O:32][C:31]5=[O:34])=[CH:23][CH:22]=4)=[O:20])[CH2:15][CH2:14]3)=[N:6][CH:7]=[C:8]([CH:10]3[CH2:12][CH2:11]3)[CH:9]=2)[CH2:3][CH2:2]1.